This data is from Forward reaction prediction with 1.9M reactions from USPTO patents (1976-2016). The task is: Predict the product of the given reaction. The product is: [CH2:1]([O:3][C:4](=[O:18])[CH:5]=[CH:6][C:7]1[C:8]([C:24]2[CH:23]=[CH:22][CH:21]=[C:20]([F:19])[CH:25]=2)=[N:9][C:10]([C:13]([F:16])([F:15])[F:14])=[CH:11][CH:12]=1)[CH3:2]. Given the reactants [CH2:1]([O:3][C:4](=[O:18])[CH:5]=[CH:6][C:7]1[C:8](Cl)=[N:9][C:10]([C:13]([F:16])([F:15])[F:14])=[CH:11][CH:12]=1)[CH3:2].[F:19][C:20]1[CH:21]=[C:22](B(O)O)[CH:23]=[CH:24][CH:25]=1, predict the reaction product.